From a dataset of Retrosynthesis with 50K atom-mapped reactions and 10 reaction types from USPTO. Predict the reactants needed to synthesize the given product. (1) Given the product CC(C)(O)COc1ccccc1Br, predict the reactants needed to synthesize it. The reactants are: CC(C)(O)CCl.Oc1ccccc1Br. (2) Given the product CCOC(=O)C1CCC(=O)N1Cc1ccc(F)cc1, predict the reactants needed to synthesize it. The reactants are: CCOC(=O)C1CCC(=O)N1.Fc1ccc(CBr)cc1. (3) Given the product CC(C)(C)OC(=O)N1CCC(C2(C(=O)O)CCCC2)CC1, predict the reactants needed to synthesize it. The reactants are: CCOC(=O)C1(C2CCN(C(=O)OC(C)(C)C)CC2)CCCC1. (4) Given the product c1ccc(CN2CC[C@H]3Nc4ccccc4[C@@H]3C2)cc1, predict the reactants needed to synthesize it. The reactants are: c1ccc(CN2CCc3[nH]c4ccccc4c3C2)cc1. (5) Given the product CCOC(=O)c1c(C(O)c2ccc(NC(=O)OC(C)(C)C)cc2[N+](=O)[O-])nnn1Cc1ccc(OC)cc1, predict the reactants needed to synthesize it. The reactants are: CCOC(=O)C#CC(O)c1ccc(NC(=O)OC(C)(C)C)cc1[N+](=O)[O-].COc1ccc(CN=[N+]=[N-])cc1. (6) Given the product COc1cc(C#N)c(Cc2ccc(C)cc2C)c(C#N)c1O, predict the reactants needed to synthesize it. The reactants are: COc1cc(C#N)c(Br)c(C#N)c1O.Cc1ccc(CB2OC(C)(C)C(C)(C)O2)c(C)c1. (7) The reactants are: CS(=O)(=O)OCCCC#Cc1ccc(C#N)cc1.[N-]=[N+]=[N-]. Given the product N#Cc1ccc(C#CCCCN=[N+]=[N-])cc1, predict the reactants needed to synthesize it. (8) The reactants are: O=C([C@@H]1CCC=C[C@H]1c1ccccc1)N1CC(CN2CCC(c3ccccc3)CC2)C(c2ccccc2)C1. Given the product O=C([C@@H]1CCCC[C@H]1c1ccccc1)N1CC(CN2CCC(c3ccccc3)CC2)C(c2ccccc2)C1, predict the reactants needed to synthesize it. (9) Given the product C[C@@H](c1ccc(-c2ccc(F)cc2F)cc1)N1CC[C@](CCNC(=O)CO)(c2ccc(F)cc2)OC1=O, predict the reactants needed to synthesize it. The reactants are: C[C@@H](c1ccc(-c2ccc(F)cc2F)cc1)N1CC[C@](CCN)(c2ccc(F)cc2)OC1=O.O=C(O)CO.